This data is from Forward reaction prediction with 1.9M reactions from USPTO patents (1976-2016). The task is: Predict the product of the given reaction. Given the reactants [NH2:1][C:2]1[C:3]([C:7]([O:9][CH3:10])=[O:8])=[N:4][S:5][CH:6]=1.[Cl:11][C:12]1[S:16][C:15]([C:17](Cl)=[O:18])=[CH:14][CH:13]=1, predict the reaction product. The product is: [Cl:11][C:12]1[S:16][C:15]([C:17]([NH:1][C:2]2[C:3]([C:7]([O:9][CH3:10])=[O:8])=[N:4][S:5][CH:6]=2)=[O:18])=[CH:14][CH:13]=1.